Predict the product of the given reaction. From a dataset of Forward reaction prediction with 1.9M reactions from USPTO patents (1976-2016). (1) The product is: [C:1]([C:3]1[CH:4]=[C:5]([C:9]2[CH2:10][C:11](=[O:12])[NH:13][C:14]3[CH:19]=[C:18]([N:20]4[CH:24]=[C:23]([C:25]5[CH:30]=[CH:29][CH:28]=[CH:27][CH:26]=5)[C:22]([C:31]#[N:32])=[CH:21]4)[CH:17]=[CH:16][C:15]=3[N:33]=2)[CH:6]=[CH:7][CH:8]=1)#[N:2]. Given the reactants [C:1]([C:3]1[CH:4]=[C:5]([C:9](=O)[CH2:10][C:11]([NH:13][C:14]2[CH:19]=[C:18]([N:20]3[CH:24]=[C:23]([C:25]4[CH:30]=[CH:29][CH:28]=[CH:27][CH:26]=4)[C:22]([C:31]#[N:32])=[CH:21]3)[CH:17]=[CH:16][C:15]=2[N+:33]([O-])=O)=[O:12])[CH:6]=[CH:7][CH:8]=1)#[N:2], predict the reaction product. (2) Given the reactants C1C(=O)N([Br:8])C(=O)C1.[Cl:9][C:10]1[N:19]=[CH:18][C:17]2[C:12](=[C:13]([OH:20])[CH:14]=[CH:15][CH:16]=2)[N:11]=1, predict the reaction product. The product is: [Br:8][C:16]1[CH:15]=[CH:14][C:13]([OH:20])=[C:12]2[C:17]=1[CH:18]=[N:19][C:10]([Cl:9])=[N:11]2.